From a dataset of Reaction yield outcomes from USPTO patents with 853,638 reactions. Predict the reaction yield, written as a fraction of the theoretical maximum amount of product (1.0 means a 100% yield; for example, 0.34 means a 34% yield). (1) The reactants are C([Sn](CCCC)(CCCC)[C:6]1[S:10][CH:9]=[N:8][CH:7]=1)CCC.[Cl:19][C:20]1[CH:29]=[CH:28][C:27](I)=[CH:26][C:21]=1[C:22]([O:24][CH3:25])=[O:23]. The catalyst is C1(C)C=CC=CC=1.C1C=CC([P]([Pd]([P](C2C=CC=CC=2)(C2C=CC=CC=2)C2C=CC=CC=2)([P](C2C=CC=CC=2)(C2C=CC=CC=2)C2C=CC=CC=2)[P](C2C=CC=CC=2)(C2C=CC=CC=2)C2C=CC=CC=2)(C2C=CC=CC=2)C2C=CC=CC=2)=CC=1. The product is [Cl:19][C:20]1[CH:29]=[CH:28][C:27]([C:6]2[S:10][CH:9]=[N:8][CH:7]=2)=[CH:26][C:21]=1[C:22]([O:24][CH3:25])=[O:23]. The yield is 0.670. (2) The reactants are [C:1]1([CH2:11][CH2:12][O:13][C:14]2[CH:15]=[C:16]([CH:20]=[CH:21][C:22]=2[N+:23]([O-])=O)[C:17]([NH2:19])=[O:18])[C:10]2[C:5](=[CH:6][CH:7]=[CH:8][CH:9]=2)[CH:4]=[CH:3][CH:2]=1.[H][H]. The catalyst is O1CCCC1.[Ni]. The product is [NH2:23][C:22]1[CH:21]=[CH:20][C:16]([C:17]([NH2:19])=[O:18])=[CH:15][C:14]=1[O:13][CH2:12][CH2:11][C:1]1[C:10]2[C:5](=[CH:6][CH:7]=[CH:8][CH:9]=2)[CH:4]=[CH:3][CH:2]=1. The yield is 1.00. (3) The reactants are [CH3:1][O:2][C:3]1[C:11]([CH3:12])=[CH:10][CH:9]=[C:8]2[C:4]=1[CH2:5][CH2:6][C:7]2=[O:13].[Br:14]Br.C(=O)(O)[O-].[Na+]. The catalyst is C(O)(=O)C.Br. The product is [Br:14][CH:6]1[CH2:5][C:4]2[C:8](=[CH:9][CH:10]=[C:11]([CH3:12])[C:3]=2[O:2][CH3:1])[C:7]1=[O:13]. The yield is 0.442. (4) The reactants are [OH-].[Na+].[NH2:3][C:4]1[C:5]([O:19][CH3:20])=[C:6]([NH:14][S:15]([CH3:18])(=[O:17])=[O:16])[CH:7]=[C:8]([C:10]([CH3:13])([CH3:12])[CH3:11])[CH:9]=1.Cl[C:22]([O:24][CH2:25][C:26]([Cl:29])([Cl:28])[Cl:27])=[O:23]. No catalyst specified. The product is [Cl:27][C:26]([Cl:29])([Cl:28])[CH2:25][O:24][C:22](=[O:23])[NH:3][C:4]1[CH:9]=[C:8]([C:10]([CH3:12])([CH3:13])[CH3:11])[CH:7]=[C:6]([NH:14][S:15]([CH3:18])(=[O:17])=[O:16])[C:5]=1[O:19][CH3:20]. The yield is 0.750. (5) The reactants are [C:1]([C:5]1[CH:6]=[C:7]([NH2:10])[NH:8][N:9]=1)([CH3:4])([CH3:3])[CH3:2].C(=O)([O-])[O-].[K+].[K+].Br[C:18]1[CH:19]=[C:20]([OH:25])[CH:21]=[C:22]([CH3:24])[CH:23]=1.CN(C)[C@@H]1CCCC[C@H]1N. The catalyst is [Cu]I. The product is [NH2:10][C:7]1[N:8]([C:18]2[CH:19]=[C:20]([OH:25])[CH:21]=[C:22]([CH3:24])[CH:23]=2)[N:9]=[C:5]([C:1]([CH3:4])([CH3:3])[CH3:2])[CH:6]=1. The yield is 0.490. (6) The reactants are ClC(Cl)(Cl)C(Cl)(Cl)Cl.[CH:9]([CH:11]([NH:16][C:17]([C:19]1[CH:24]=[CH:23][CH:22]=[CH:21][N:20]=1)=[O:18])[CH2:12][CH:13]([CH3:15])[CH3:14])=O.C(N(CC)CC)C.C1(P(C2C=CC=CC=2)C2C=CC=CC=2)C=CC=CC=1. The catalyst is CC#N.[Cl-].[Na+].O. The product is [CH2:12]([C:11]1[N:16]=[C:17]([C:19]2[CH:24]=[CH:23][CH:22]=[CH:21][N:20]=2)[O:18][CH:9]=1)[CH:13]([CH3:15])[CH3:14]. The yield is 0.760. (7) The reactants are [Cl:1][C:2]1[C:3]([S:16](Cl)(=[O:18])=[O:17])=[CH:4][C:5]2[C:6](=[O:15])[C:7]3[N:8]([CH2:11][CH2:12][CH2:13][N:14]=3)[C:9]=2[CH:10]=1.[CH3:20][O:21][CH2:22][C@@H:23]1[CH2:27][CH2:26][CH2:25][NH:24]1. The catalyst is C(Cl)Cl. The product is [Cl:1][C:2]1[C:3]([S:16]([N:24]2[CH2:25][CH2:26][CH2:27][C@H:23]2[CH2:22][O:21][CH3:20])(=[O:18])=[O:17])=[CH:4][C:5]2[C:6](=[O:15])[C:7]3[N:8]([CH2:11][CH2:12][CH2:13][N:14]=3)[C:9]=2[CH:10]=1. The yield is 0.523.